Predict the reactants needed to synthesize the given product. From a dataset of Full USPTO retrosynthesis dataset with 1.9M reactions from patents (1976-2016). (1) Given the product [CH3:1][C:7]1[C:13]2=[CH:14][NH:15][C:16]3[CH:17]=[CH:18][CH:19]=[C:11]([C:12]=32)[C:10](=[O:20])[NH:9][N:8]=1, predict the reactants needed to synthesize it. The reactants are: [C:1]1([C:7]2[C:13]3=[CH:14][NH:15][C:16]4[CH:17]=[CH:18][CH:19]=[C:11]([C:12]=43)[C:10](=[O:20])[NH:9][N:8]=2)C=CC=CC=1.N1C2C=CC=C(C(OC)=O)C=2C=C1.C(Cl)(=O)C.[Cl-].[Al+3].[Cl-].[Cl-].O.NN. (2) Given the product [N+:17]([C:20]1[CH:38]=[CH:37][C:23]([CH2:24][O:25][C:26]([C:28]2[N:29]3[C@H:32]([S:33][CH:34]=2)[C:31]([CH:7]([O:8][C:39](=[O:41])[CH3:40])[C:5]2[N:4]=[C:3]([C:9]4[S:10][CH:11]=[CH:12][N:13]=4)[N:2]([CH3:1])[CH:6]=2)([Br:35])[C:30]3=[O:36])=[O:27])=[CH:22][CH:21]=1)([O-:19])=[O:18], predict the reactants needed to synthesize it. The reactants are: [CH3:1][N:2]1[CH:6]=[C:5]([CH:7]=[O:8])[N:4]=[C:3]1[C:9]1[S:10][CH:11]=[CH:12][N:13]=1.[Mg+2].[Br-].[Br-].[N+:17]([C:20]1[CH:38]=[CH:37][C:23]([CH2:24][O:25][C:26]([C:28]2[N:29]3[C@H:32]([S:33][CH:34]=2)[C@@H:31]([Br:35])[C:30]3=[O:36])=[O:27])=[CH:22][CH:21]=1)([O-:19])=[O:18].[C:39](OC(=O)C)(=[O:41])[CH3:40]. (3) Given the product [NH:1]1[CH2:6][CH2:5][CH:4]([N:7]2[CH2:16][CH:15]3[CH:10]([CH2:11][CH2:12][CH2:13][CH2:14]3)[NH:9][C:8]2=[O:17])[CH2:3][CH2:2]1.[C:18]([O-:21])(=[O:20])[CH3:19], predict the reactants needed to synthesize it. The reactants are: [NH:1]1[CH2:6][CH2:5][CH:4]([N:7]2[CH2:16][C:15]3[C:10](=[CH:11][CH:12]=[CH:13][CH:14]=3)[NH:9][C:8]2=[O:17])[CH2:3][CH2:2]1.[C:18]([O-:21])(=[O:20])[CH3:19].[H][H].ClCCl.CO.N. (4) Given the product [CH3:15][O:16][C:2]1[C:11]([B:12]([OH:14])[OH:13])=[CH:10][C:9]2[C:4](=[CH:5][CH:6]=[CH:7][CH:8]=2)[N:3]=1, predict the reactants needed to synthesize it. The reactants are: F[C:2]1[C:11]([B:12]([OH:14])[OH:13])=[CH:10][C:9]2[C:4](=[CH:5][CH:6]=[CH:7][CH:8]=2)[N:3]=1.[CH3:15][OH:16].